From a dataset of Catalyst prediction with 721,799 reactions and 888 catalyst types from USPTO. Predict which catalyst facilitates the given reaction. (1) Reactant: [CH3:1][O:2][C:3](=[O:14])[C:4]1[CH:9]=[CH:8][C:7]([C:10]#[C:11][CH2:12][OH:13])=[CH:6][CH:5]=1. Product: [CH3:1][O:2][C:3](=[O:14])[C:4]1[CH:9]=[CH:8][C:7]([CH2:10][CH2:11][CH2:12][OH:13])=[CH:6][CH:5]=1. The catalyst class is: 582. (2) Reactant: C(NC(C)C)(C)C.C([Li])CCC.[Br:13][C:14]1[CH:15]=[CH:16][C:17]2[S:21][CH:20]=[CH:19][C:18]=2[CH:22]=1.Cl[Si:24]([CH3:27])([CH3:26])[CH3:25]. Product: [Br:13][C:14]1[CH:15]=[CH:16][C:17]2[S:21][C:20]([Si:24]([CH3:27])([CH3:26])[CH3:25])=[CH:19][C:18]=2[CH:22]=1. The catalyst class is: 1. (3) Reactant: [C:1]([C@@:9]([C:24]([OH:26])=[O:25])([OH:23])[C@@:10]([C:15](=[O:22])[C:16]1[CH:21]=[CH:20][CH:19]=[CH:18][CH:17]=1)([OH:14])[C:11]([OH:13])=[O:12])(=[O:8])[C:2]1[CH:7]=[CH:6][CH:5]=[CH:4][CH:3]=1.[CH3:27][O:28][C:29]([C:31]1[CH:35]=[C:34]([CH:36]2[CH2:40][CH2:39][CH2:38][NH:37]2)[S:33][C:32]=1[CH3:41])=[O:30]. Product: [C:15]([C@@:10]([C:11]([OH:13])=[O:12])([OH:14])[C@@:9]([C:1](=[O:8])[C:2]1[CH:7]=[CH:6][CH:5]=[CH:4][CH:3]=1)([OH:23])[C:24]([OH:26])=[O:25])(=[O:22])[C:16]1[CH:21]=[CH:20][CH:19]=[CH:18][CH:17]=1.[CH3:27][O:28][C:29]([C:31]1[CH:35]=[C:34]([CH:36]2[CH2:40][CH2:39][CH2:38][NH:37]2)[S:33][C:32]=1[CH3:41])=[O:30]. The catalyst class is: 5. (4) Reactant: [N+:1]([C:4]1[CH:11]=[CH:10][C:7]([CH2:8]Br)=[CH:6][CH:5]=1)([O-:3])=[O:2].C(=O)([O-])[O-].[K+].[K+].[NH:18]1[CH2:23][CH2:22][O:21][CH2:20][CH2:19]1. Product: [N+:1]([C:4]1[CH:11]=[CH:10][C:7]([CH2:8][N:18]2[CH2:23][CH2:22][O:21][CH2:20][CH2:19]2)=[CH:6][CH:5]=1)([O-:3])=[O:2]. The catalyst class is: 4.